Dataset: Catalyst prediction with 721,799 reactions and 888 catalyst types from USPTO. Task: Predict which catalyst facilitates the given reaction. (1) Reactant: [Br:1][C:2]1[CH:3]=[C:4]([CH:8]=O)[CH:5]=[N:6][CH:7]=1.[CH3:10][N:11]1[CH2:16][CH2:15][NH:14][CH2:13][CH2:12]1.C(O[BH-](OC(=O)C)OC(=O)C)(=O)C.[Na+]. Product: [Br:1][C:2]1[CH:3]=[C:4]([CH2:8][N:14]2[CH2:15][CH2:16][N:11]([CH3:10])[CH2:12][CH2:13]2)[CH:5]=[N:6][CH:7]=1. The catalyst class is: 4. (2) Reactant: [O-]S(C(F)(F)F)(=O)=O.C[N+]1C=CN([S:15]([O:18][C:19]2[CH:24]=[CH:23][CH:22]=[CH:21][CH:20]=2)(=[O:17])=[O:16])C=1.[CH:25]1([NH:29][CH2:30][C:31]2[CH:36]=[CH:35][C:34]([N:37]3[CH2:42][CH2:41][N:40]([C:43](=[O:45])[CH3:44])[CH2:39][CH2:38]3)=[CH:33][C:32]=2[F:46])[CH2:28][CH2:27][CH2:26]1.C(N(C(C)C)CC)(C)C. Product: [C:43]([N:40]1[CH2:39][CH2:38][N:37]([C:34]2[CH:35]=[CH:36][C:31]([CH2:30][N:29]([CH:25]3[CH2:26][CH2:27][CH2:28]3)[S:15](=[O:17])(=[O:16])[O:18][C:19]3[CH:24]=[CH:23][CH:22]=[CH:21][CH:20]=3)=[C:32]([F:46])[CH:33]=2)[CH2:42][CH2:41]1)(=[O:45])[CH3:44]. The catalyst class is: 2. (3) Reactant: [Cl:1][C:2]1[CH:7]=[CH:6][C:5]([O:8][C:9]2[CH:14]=[CH:13][C:12]([CH2:15][CH2:16]O)=[CH:11][CH:10]=2)=[CH:4][C:3]=1[C:18]([F:21])([F:20])[F:19].C1C=CC(P(C2C=CC=CC=2)C2C=CC=CC=2)=CC=1.N1C=CN=C1.[I-:46]. Product: [Cl:1][C:2]1[CH:7]=[CH:6][C:5]([O:8][C:9]2[CH:14]=[CH:13][C:12]([CH2:15][CH2:16][I:46])=[CH:11][CH:10]=2)=[CH:4][C:3]=1[C:18]([F:21])([F:20])[F:19]. The catalyst class is: 2.